Dataset: Reaction yield outcomes from USPTO patents with 853,638 reactions. Task: Predict the reaction yield, written as a fraction of the theoretical maximum amount of product (1.0 means a 100% yield; for example, 0.34 means a 34% yield). (1) The reactants are Br[C:2]1[CH:3]=[C:4]2[N:10]=[CH:9][N:8]([CH2:11][C:12]3[CH:28]=[CH:27][C:15]4[N:16]=[C:17]([NH:19][C@@H:20]5[CH2:25][CH2:24][CH2:23][CH2:22][C@H:21]5[OH:26])[S:18][C:14]=4[CH:13]=3)[C:5]2=[N:6][CH:7]=1.C([Sn](CCCC)(CCCC)[C:34]([O:36]CC)=[CH2:35])CCC.Cl. The catalyst is CN(C=O)C.C1C=CC(/C=C/C(/C=C/C2C=CC=CC=2)=O)=CC=1.C1C=CC(/C=C/C(/C=C/C2C=CC=CC=2)=O)=CC=1.C1C=CC(/C=C/C(/C=C/C2C=CC=CC=2)=O)=CC=1.[Pd].[Pd]. The product is [OH:26][C@@H:21]1[CH2:22][CH2:23][CH2:24][CH2:25][C@H:20]1[NH:19][C:17]1[S:18][C:14]2[CH:13]=[C:12]([CH2:11][N:8]3[C:5]4=[N:6][CH:7]=[C:2]([C:34](=[O:36])[CH3:35])[CH:3]=[C:4]4[N:10]=[CH:9]3)[CH:28]=[CH:27][C:15]=2[N:16]=1. The yield is 0.170. (2) The reactants are CC1(C)C(C)(C)OB([C:9]2[CH:10]=[C:11]3[C:16](=[C:17]([O:19][CH2:20][O:21][CH2:22][CH2:23][Si:24]([CH3:27])([CH3:26])[CH3:25])[CH:18]=2)[N:15]=[CH:14][N:13]([CH2:28][O:29][CH2:30][CH2:31][Si:32]([CH3:35])([CH3:34])[CH3:33])[C:12]3=[O:36])O1.Br[C:39]1[CH:59]=[CH:58][CH:57]=[CH:56][C:40]=1[CH2:41][O:42][CH2:43][CH2:44][N:45]1[CH2:50][CH2:49][N:48]([CH2:51][C:52]([F:55])([F:54])[F:53])[CH2:47][CH2:46]1.C(=O)([O-])[O-].[K+].[K+].C(OCC)(=O)C.CCCCCCC. The catalyst is O1CCOCC1.O.C1(P([C-]2C=CC=C2)C2C=CC=CC=2)C=CC=CC=1.[C-]1(P(C2C=CC=CC=2)C2C=CC=CC=2)C=CC=C1.[Fe+2].[Pd](Cl)Cl. The product is [F:55][C:52]([F:53])([F:54])[CH2:51][N:48]1[CH2:47][CH2:46][N:45]([CH2:44][CH2:43][O:42][CH2:41][C:40]2[CH:39]=[CH:59][CH:58]=[CH:57][C:56]=2[C:9]2[CH:10]=[C:11]3[C:16](=[C:17]([O:19][CH2:20][O:21][CH2:22][CH2:23][Si:24]([CH3:26])([CH3:25])[CH3:27])[CH:18]=2)[N:15]=[CH:14][N:13]([CH2:28][O:29][CH2:30][CH2:31][Si:32]([CH3:33])([CH3:35])[CH3:34])[C:12]3=[O:36])[CH2:50][CH2:49]1. The yield is 0.430. (3) The reactants are [CH3:1][C:2]1[C:16](=[O:17])[N:15]=[C:14]2[N:4]([C@@H:5]3[O:9][C@H:8]([CH2:10][OH:11])[C@@H:7]([OH:12])[C@@H:6]3[O:13]2)[CH:3]=1.[CH3:18][O:19][CH2:20][CH2:21][O:22]B([O:22][CH2:21][CH2:20][O:19][CH3:18])[O:22][CH2:21][CH2:20][O:19][CH3:18]. The catalyst is COCCO. The product is [CH3:18][O:19][CH2:20][CH2:21][O:22][C@@H:6]1[C@H:7]([OH:12])[C@@H:8]([CH2:10][OH:11])[O:9][C@H:5]1[N:4]1[CH:3]=[C:2]([CH3:1])[C:16](=[O:17])[NH:15][C:14]1=[O:13]. The yield is 0.630. (4) The reactants are O[CH:2]([C:13]1[S:14][CH:15]=[CH:16][N:17]=1)[C:3]1[CH:12]=[CH:11][C:6]([C:7]([O:9][CH3:10])=[O:8])=[CH:5][CH:4]=1.C([SiH](CC)CC)C.FC(F)(F)C(O)=O. The catalyst is ClCCCl.C1(C)C=CC=CC=1. The product is [S:14]1[CH:15]=[CH:16][N:17]=[C:13]1[CH2:2][C:3]1[CH:12]=[CH:11][C:6]([C:7]([O:9][CH3:10])=[O:8])=[CH:5][CH:4]=1. The yield is 0.840. (5) The reactants are [OH:1][CH:2]1[CH2:6][CH2:5][N:4]([C:7]([C:9]2[CH:14]=[C:13]([S:15]([CH3:18])(=[O:17])=[O:16])[CH:12]=[CH:11][C:10]=2[O:19][CH:20]([CH3:22])[CH3:21])=[O:8])[CH2:3]1.[F:23][C:24]1[CH:29]=[CH:28][C:27]([C:30]([F:33])([F:32])[F:31])=[CH:26][C:25]=1O. No catalyst specified. The product is [F:23][C:24]1[CH:25]=[CH:26][C:27]([C:30]([F:31])([F:32])[F:33])=[CH:28][C:29]=1[O:1][CH:2]1[CH2:6][CH2:5][N:4]([C:7]([C:9]2[CH:14]=[C:13]([S:15]([CH3:18])(=[O:17])=[O:16])[CH:12]=[CH:11][C:10]=2[O:19][CH:20]([CH3:22])[CH3:21])=[O:8])[CH2:3]1. The yield is 0.250.